This data is from Full USPTO retrosynthesis dataset with 1.9M reactions from patents (1976-2016). The task is: Predict the reactants needed to synthesize the given product. (1) The reactants are: N[C:2]1C=CC(S(NC2C=CC=CC=2C)(=O)=O)=CC=1.[CH3:19][O:20][C:21]1[CH:26]=[C:25]([N+:27]([O-])=O)[CH:24]=[CH:23][C:22]=1[S:30]([NH:33][C:34]1[CH:39]=[CH:38][CH:37]=[CH:36][C:35]=1C)(=[O:32])=[O:31]. Given the product [NH2:27][C:25]1[CH:24]=[CH:23][C:22]([S:30]([NH:33][C:34]2[CH:35]=[C:36]([CH3:2])[CH:37]=[CH:38][CH:39]=2)(=[O:31])=[O:32])=[C:21]([O:20][CH3:19])[CH:26]=1, predict the reactants needed to synthesize it. (2) Given the product [CH2:1]([NH:9][C:10]1[N:15]=[C:14]([N:16]2[C:25]3[N:24]=[C:23]([C:26]4[CH:31]=[CH:30][CH:29]=[CH:28][CH:27]=4)[C:22]([CH:32]([OH:34])[CH3:33])=[CH:21][C:20]=3[CH2:19][CH2:18][CH2:17]2)[CH:13]=[CH:12][N:11]=1)[CH2:2][C:3]1[CH:8]=[CH:7][CH:6]=[CH:5][CH:4]=1, predict the reactants needed to synthesize it. The reactants are: [CH2:1]([NH:9][C:10]1[N:15]=[C:14]([N:16]2[C:25]3[N:24]=[C:23]([C:26]4[CH:31]=[CH:30][CH:29]=[CH:28][CH:27]=4)[C:22]([C:32](=[O:34])[CH3:33])=[CH:21][C:20]=3[CH2:19][CH2:18][CH2:17]2)[CH:13]=[CH:12][N:11]=1)[CH2:2][C:3]1[CH:8]=[CH:7][CH:6]=[CH:5][CH:4]=1.[BH4-].[Na+]. (3) Given the product [F:34][CH:35]([F:45])[O:36][C:37]1[CH:42]=[CH:41][C:40]([C:43]#[C:44][C:22]2[CH:23]=[C:24]([CH:28]([F:33])[CH2:29][CH2:30][CH2:31][F:32])[CH:25]=[CH:26][CH:27]=2)=[CH:39][CH:38]=1, predict the reactants needed to synthesize it. The reactants are: C(P(C(C)(C)C)C(C)(C)C)(C)(C)C.C(NC(C)C)(C)C.Br[C:22]1[CH:27]=[CH:26][CH:25]=[C:24]([CH:28]([F:33])[CH2:29][CH2:30][CH2:31][F:32])[CH:23]=1.[F:34][CH:35]([F:45])[O:36][C:37]1[CH:42]=[CH:41][C:40]([C:43]#[CH:44])=[CH:39][CH:38]=1. (4) Given the product [Br:9][C:22]1[CH:23]=[C:24]([CH:1]=[CH:2][CH:3]=1)[C:25]([CH2:7][C:6]#[N:8])=[O:21], predict the reactants needed to synthesize it. The reactants are: [CH2:1]([Li])[CH2:2][CH2:3]C.[C:6](#[N:8])[CH3:7].[Br:9]C1C=CC(C(Cl)=O)=CC=1.[Cl-].[NH4+].[O:21]1[CH2:25][CH2:24][CH2:23][CH2:22]1. (5) Given the product [CH3:5][C:6]([CH3:11])=[CH:7][C:8]([N:3]=[C:2]=[S:1])=[O:9], predict the reactants needed to synthesize it. The reactants are: [S-:1][C:2]#[N:3].[K+].[CH3:5][C:6]([CH3:11])=[CH:7][C:8](Cl)=[O:9]. (6) Given the product [CH3:28][C:23]([CH3:29])([CH2:24][C:25](=[O:26])[NH:17][NH:16][C:14]([C:11]1[S:12][CH:13]=[C:9]([CH2:8][O:7][CH2:6][O:5][CH2:4][CH2:3][Si:2]([CH3:19])([CH3:18])[CH3:1])[N:10]=1)=[O:15])[C:22]([O:21][CH3:20])=[O:30], predict the reactants needed to synthesize it. The reactants are: [CH3:1][Si:2]([CH3:19])([CH3:18])[CH2:3][CH2:4][O:5][CH2:6][O:7][CH2:8][C:9]1[N:10]=[C:11]([C:14]([NH:16][NH2:17])=[O:15])[S:12][CH:13]=1.[CH3:20][O:21][C:22](=[O:30])[C:23]([CH3:29])([CH3:28])[CH2:24][C:25](O)=[O:26].CN(C(ON1N=NC2C=CC=NC1=2)=[N+](C)C)C.F[P-](F)(F)(F)(F)F.O. (7) Given the product [F:12][C:9]([F:10])([F:11])[C:7]1[CH:6]=[C:5]([C@H:13]2[O:17][C:16](=[O:18])[N:15]([CH2:19][C:20]3[C:25]([C:26]4[CH:27]=[C:28]([C:33]5[CH:45]=[CH:44][C:36]([C:37]([OH:39])=[O:38])=[CH:35][C:34]=5[CH3:46])[CH:29]=[N:30][C:31]=4[CH3:32])=[CH:24][N:23]=[C:22]([N:47]4[CH2:50][CH:49]([F:51])[CH2:48]4)[N:21]=3)[C@H:14]2[CH3:52])[CH:4]=[C:3]([C:2]([F:54])([F:53])[F:1])[CH:8]=1, predict the reactants needed to synthesize it. The reactants are: [F:1][C:2]([F:54])([F:53])[C:3]1[CH:4]=[C:5]([C@H:13]2[O:17][C:16](=[O:18])[N:15]([CH2:19][C:20]3[C:25]([C:26]4[CH:27]=[C:28]([C:33]5[CH:45]=[CH:44][C:36]([C:37]([O:39]C(C)(C)C)=[O:38])=[CH:35][C:34]=5[CH3:46])[CH:29]=[N:30][C:31]=4[CH3:32])=[CH:24][N:23]=[C:22]([N:47]4[CH2:50][CH:49]([F:51])[CH2:48]4)[N:21]=3)[C@H:14]2[CH3:52])[CH:6]=[C:7]([C:9]([F:12])([F:11])[F:10])[CH:8]=1.C(O)(C(F)(F)F)=O. (8) The reactants are: [F:1][C:2]1[C:7]([F:8])=[CH:6][C:5]([C:9]2[CH:14]=[CH:13][C:12]([O:15][CH2:16][C:17]3[CH:18]=[C:19]([CH:23]=[CH:24][CH:25]=3)[C:20](Cl)=[O:21])=[CH:11][CH:10]=2)=[C:4]([O:26][CH3:27])[CH:3]=1.C([N:30](CC)CC)C.COC(=O)[C@H:38]([C:40]([CH3:43])(C)[CH3:41])N.[CH3:45][CH2:46][O:47][C:48]([CH3:50])=[O:49]. Given the product [CH2:46]([O:47][C:48](=[O:49])[CH2:50][N:30]([C:20](=[O:21])[C:19]1[CH:23]=[CH:24][CH:25]=[C:17]([CH2:16][O:15][C:12]2[CH:13]=[CH:14][C:9]([C:5]3[CH:6]=[C:7]([F:8])[C:2]([F:1])=[CH:3][C:4]=3[O:26][CH3:27])=[CH:10][CH:11]=2)[CH:18]=1)[C:40]([CH3:43])([CH3:41])[CH3:38])[CH3:45], predict the reactants needed to synthesize it.